From a dataset of Catalyst prediction with 721,799 reactions and 888 catalyst types from USPTO. Predict which catalyst facilitates the given reaction. (1) Reactant: [OH:1][C:2]1[CH:3]=[C:4]([NH:8][C:9](=[O:11])[CH3:10])[CH:5]=[CH:6][CH:7]=1.[CH3:12][C:13](=[CH2:17])[CH2:14][CH2:15]O.CCOC(/N=N/C(OCC)=O)=O.C1C=CC(P(C2C=CC=CC=2)C2C=CC=CC=2)=CC=1. Product: [CH3:17][C:13](=[CH2:12])[CH2:14][CH2:15][O:1][C:2]1[CH:3]=[C:4]([NH:8][C:9](=[O:11])[CH3:10])[CH:5]=[CH:6][CH:7]=1. The catalyst class is: 638. (2) Reactant: [CH3:1][C:2]1[N:7]=[C:6]([CH2:8][OH:9])[CH:5]=[CH:4][CH:3]=1.C(=O)([O-])[O-].[K+].[K+].[Cl:16][C:17]1[CH:22]=[C:21]([N+:23]([O-:25])=[O:24])[CH:20]=[CH:19][C:18]=1F. Product: [Cl:16][C:17]1[CH:22]=[C:21]([N+:23]([O-:25])=[O:24])[CH:20]=[CH:19][C:18]=1[O:9][CH2:8][C:6]1[CH:5]=[CH:4][CH:3]=[C:2]([CH3:1])[N:7]=1. The catalyst class is: 23.